Dataset: Reaction yield outcomes from USPTO patents with 853,638 reactions. Task: Predict the reaction yield, written as a fraction of the theoretical maximum amount of product (1.0 means a 100% yield; for example, 0.34 means a 34% yield). The reactants are [C:1](OC)([O:5][CH3:6])([O:3]C)[CH3:2].[C:9]1([CH:15](O)[C:16]([CH3:18])=[CH2:17])[CH:14]=[CH:13][CH:12]=[CH:11][CH:10]=1.C(O)(=O)CC. The catalyst is CO. The product is [CH3:17]/[C:16](=[CH:15]\[C:9]1[CH:14]=[CH:13][CH:12]=[CH:11][CH:10]=1)/[CH2:18][CH2:2][C:1]([O:5][CH3:6])=[O:3]. The yield is 0.210.